Predict the reactants needed to synthesize the given product. From a dataset of Full USPTO retrosynthesis dataset with 1.9M reactions from patents (1976-2016). (1) Given the product [F:1][C:2]1[C:7]([F:8])=[C:6]([O:9][CH2:47][C:48]2[CH:53]=[CH:52][N:51]=[CH:50][CH:49]=2)[CH:5]=[CH:4][C:3]=1[CH2:10][N:11]1[C:16](=[O:17])[C:15]([C:18]([NH:20][C:21]2[CH:26]=[CH:25][C:24]([C:27]([F:28])([F:29])[F:30])=[CH:23][C:22]=2[C:31]2[CH:36]=[CH:35][CH:34]=[C:33]([O:37][CH3:38])[C:32]=2[O:39][CH3:40])=[O:19])=[C:14]([OH:41])[C@@:13]2([CH3:45])[CH2:42][CH2:43][CH2:44][N:12]12, predict the reactants needed to synthesize it. The reactants are: [F:1][C:2]1[C:7]([F:8])=[C:6]([OH:9])[CH:5]=[CH:4][C:3]=1[CH2:10][N:11]1[C:16](=[O:17])[C:15]([C:18]([NH:20][C:21]2[CH:26]=[CH:25][C:24]([C:27]([F:30])([F:29])[F:28])=[CH:23][C:22]=2[C:31]2[CH:36]=[CH:35][CH:34]=[C:33]([O:37][CH3:38])[C:32]=2[O:39][CH3:40])=[O:19])=[C:14]([OH:41])[C@@:13]2([CH3:45])[CH2:42][CH2:43][CH2:44][N:12]12.Br[CH2:47][C:48]1[CH:53]=[CH:52][N:51]=[CH:50][CH:49]=1. (2) Given the product [CH:7]1([CH2:10][N:11]2[C:16](=[O:17])[C:15]3[C:18]([C:39]4[CH:44]=[CH:43][CH:42]=[CH:41][CH:40]=4)=[C:19]([C:21]4[CH:22]=[CH:23][C:24]([C:27]5([NH:31][C:32](=[O:38])[O:33][C:34]([CH3:37])([CH3:36])[CH3:35])[CH2:28][CH2:29][CH2:30]5)=[CH:25][CH:26]=4)[O:20][C:14]=3[N:13]=[C:12]2[S:3]([CH3:47])(=[O:5])=[O:2])[CH2:8][CH2:9]1, predict the reactants needed to synthesize it. The reactants are: O[O:2][S:3]([O-:5])=O.[K+].[CH:7]1([CH2:10][N:11]2[C:16](=[O:17])[C:15]3[C:18]([C:39]4[CH:44]=[CH:43][CH:42]=[CH:41][CH:40]=4)=[C:19]([C:21]4[CH:26]=[CH:25][C:24]([C:27]5([NH:31][C:32](=[O:38])[O:33][C:34]([CH3:37])([CH3:36])[CH3:35])[CH2:30][CH2:29][CH2:28]5)=[CH:23][CH:22]=4)[O:20][C:14]=3[N:13]=[C:12]2SC)[CH2:9][CH2:8]1.[CH2:47]1COCC1. (3) Given the product [Cl:1][C:2]1[CH:7]=[CH:6][C:5]([O:8][CH2:13][CH2:14][CH:15]2[CH2:20][CH2:19][NH:18][CH2:17][CH2:16]2)=[CH:4][C:3]=1[N+:9]([O-:11])=[O:10], predict the reactants needed to synthesize it. The reactants are: [Cl:1][C:2]1[CH:7]=[CH:6][C:5]([OH:8])=[CH:4][C:3]=1[N+:9]([O-:11])=[O:10].Cl[CH2:13][CH2:14][CH:15]1[CH2:20][CH2:19][NH:18][CH2:17][CH2:16]1.C([O-])([O-])=O.[Cs+].[Cs+]. (4) Given the product [CH:19]1([NH:22][C:23](=[O:37])[C:24]2[CH:29]=[CH:28][C:27]([N:30]3[CH2:31][CH2:32][N:33]([CH2:2][C:3]4[CH:12]=[N:11][C:10]5[N:9]6[CH2:13][CH2:14][CH2:15][C@H:8]6[C:7](=[O:16])[NH:6][C:5]=5[CH:4]=4)[CH2:34][CH2:35]3)=[C:26]([CH3:36])[CH:25]=2)[CH2:21][CH2:20]1, predict the reactants needed to synthesize it. The reactants are: O[CH2:2][C:3]1[CH:12]=[N:11][C:10]2[N:9]3[CH2:13][CH2:14][CH2:15][C@H:8]3[C:7](=[O:16])[NH:6][C:5]=2[CH:4]=1.Cl.Cl.[CH:19]1([NH:22][C:23](=[O:37])[C:24]2[CH:29]=[CH:28][C:27]([N:30]3[CH2:35][CH2:34][NH:33][CH2:32][CH2:31]3)=[C:26]([CH3:36])[CH:25]=2)[CH2:21][CH2:20]1.[I-].C(C[P+](C)(C)C)#N.C(N(C(C)C)C(C)C)C. (5) Given the product [CH2:16]([N:10]1[C:9](=[O:23])[C:8]2[CH:7]=[N:6][C:5]([C:3]([NH:24][CH2:25][CH2:26][C:27]([OH:29])=[O:28])=[O:4])=[C:14]([OH:15])[C:13]=2[CH:12]=[CH:11]1)[C:17]1[CH:18]=[CH:19][CH:20]=[CH:21][CH:22]=1, predict the reactants needed to synthesize it. The reactants are: CO[C:3]([C:5]1[N:6]=[CH:7][C:8]2[C:9](=[O:23])[N:10]([CH2:16][C:17]3[CH:22]=[CH:21][CH:20]=[CH:19][CH:18]=3)[CH:11]=[CH:12][C:13]=2[C:14]=1[OH:15])=[O:4].[NH2:24][CH2:25][CH2:26][C:27]([OH:29])=[O:28].C[O-].[Na+]. (6) The reactants are: [ClH:1].C1(C(=[N:15][CH:16]([CH2:24][C:25]2[CH:30]=[CH:29][C:28]([O:31][C:32]([F:35])([F:34])[F:33])=[CH:27][CH:26]=2)[C:17]([O:19]C(C)(C)C)=[O:18])C2C=CC=CC=2)C=CC=CC=1. Given the product [ClH:1].[NH2:15][CH:16]([CH2:24][C:25]1[CH:26]=[CH:27][C:28]([O:31][C:32]([F:33])([F:34])[F:35])=[CH:29][CH:30]=1)[C:17]([OH:19])=[O:18], predict the reactants needed to synthesize it. (7) Given the product [S:22]1[CH:26]=[CH:25][N:24]=[C:23]1[NH:27][C:18]([C:15]1[N:13]2[N:14]=[C:9]([C:4]3[CH:5]=[CH:6][CH:7]=[CH:8][C:3]=3[CH:2]([F:1])[F:21])[CH:10]=[CH:11][C:12]2=[N:17][CH:16]=1)=[O:20], predict the reactants needed to synthesize it. The reactants are: [F:1][CH:2]([F:21])[C:3]1[CH:8]=[CH:7][CH:6]=[CH:5][C:4]=1[C:9]1[CH:10]=[CH:11][C:12]2[N:13]([C:15]([C:18]([OH:20])=O)=[CH:16][N:17]=2)[N:14]=1.[S:22]1[CH:26]=[CH:25][N:24]=[C:23]1[NH2:27].